This data is from Reaction yield outcomes from USPTO patents with 853,638 reactions. The task is: Predict the reaction yield, written as a fraction of the theoretical maximum amount of product (1.0 means a 100% yield; for example, 0.34 means a 34% yield). (1) The reactants are [I:1]I.[S:3]1[N:7]=[CH:6][C:5]([O:8][CH2:9][C@@H:10]2[O:14][C:13](=[O:15])[N:12]([C:16]3[CH:21]=[CH:20][CH:19]=[CH:18][CH:17]=3)[CH2:11]2)=[N:4]1. The catalyst is C(#N)C.C(Cl)(Cl)Cl.FC(F)(F)C([O-])=O.[Ag+]. The product is [S:3]1[N:7]=[CH:6][C:5]([O:8][CH2:9][C@@H:10]2[O:14][C:13](=[O:15])[N:12]([C:16]3[CH:17]=[CH:18][C:19]([I:1])=[CH:20][CH:21]=3)[CH2:11]2)=[N:4]1. The yield is 0.730. (2) The reactants are [Cl:1][C:2]1[N:7]=[C:6]([C:8]2[S:12][C:11]([N:13]3[CH2:18][CH2:17][N:16](C(OC(C)(C)C)=O)[CH2:15][CH2:14]3)=[N:10][C:9]=2[C:26]2[CH:31]=[CH:30][CH:29]=[C:28]([NH:32][S:33]([C:36]3[C:41]([F:42])=[CH:40][CH:39]=[CH:38][C:37]=3[F:43])(=[O:35])=[O:34])[C:27]=2[F:44])[CH:5]=[CH:4][N:3]=1.C(O)(C(F)(F)F)=O. The catalyst is C(Cl)Cl. The product is [Cl:1][C:2]1[N:7]=[C:6]([C:8]2[S:12][C:11]([N:13]3[CH2:18][CH2:17][NH:16][CH2:15][CH2:14]3)=[N:10][C:9]=2[C:26]2[C:27]([F:44])=[C:28]([NH:32][S:33]([C:36]3[C:37]([F:43])=[CH:38][CH:39]=[CH:40][C:41]=3[F:42])(=[O:35])=[O:34])[CH:29]=[CH:30][CH:31]=2)[CH:5]=[CH:4][N:3]=1. The yield is 0.950. (3) The reactants are C1COCC1.[C:6]([C:9]1[C:30]([N:31]2[CH2:36][CH2:35][NH:34][CH2:33][CH2:32]2)=[CH:29][C:12]2[C:13]([CH3:28])([CH3:27])[C:14]3[NH:15][C:16]4[C:21]([C:22]=3[C:23](=[O:24])[C:11]=2[CH:10]=1)=[CH:20][CH:19]=[C:18]([C:25]#[N:26])[CH:17]=4)(=[O:8])[CH3:7].Cl[C:38]([CH3:42])([CH3:41])[C:39]#[CH:40].C(N(CC)CC)C. The catalyst is [Cu]Cl.O. The product is [C:6]([C:9]1[C:30]([N:31]2[CH2:32][CH2:33][N:34]([C:38]([CH3:42])([CH3:41])[C:39]#[CH:40])[CH2:35][CH2:36]2)=[CH:29][C:12]2[C:13]([CH3:28])([CH3:27])[C:14]3[NH:15][C:16]4[C:21]([C:22]=3[C:23](=[O:24])[C:11]=2[CH:10]=1)=[CH:20][CH:19]=[C:18]([C:25]#[N:26])[CH:17]=4)(=[O:8])[CH3:7]. The yield is 0.350.